Dataset: Forward reaction prediction with 1.9M reactions from USPTO patents (1976-2016). Task: Predict the product of the given reaction. (1) The product is: [F:26][C:25]1[C:20]([N:18]([CH3:19])[CH2:17][CH2:16][CH2:15][O:14][C:10]2[CH:9]=[C:8]3[C:13](=[CH:12][CH:11]=2)[N:5]([CH2:4][C:3]([OH:35])=[O:2])[CH:6]=[CH:7]3)=[N:21][C:22]([C:27]2[CH:32]=[CH:31][C:30]([O:33][CH3:34])=[CH:29][CH:28]=2)=[N:23][CH:24]=1. Given the reactants C[O:2][C:3](=[O:35])[CH2:4][N:5]1[C:13]2[C:8](=[CH:9][C:10]([O:14][CH2:15][CH2:16][CH2:17][N:18]([C:20]3[C:25]([F:26])=[CH:24][N:23]=[C:22]([C:27]4[CH:32]=[CH:31][C:30]([O:33][CH3:34])=[CH:29][CH:28]=4)[N:21]=3)[CH3:19])=[CH:11][CH:12]=2)[CH:7]=[CH:6]1.O.[OH-].[Li+], predict the reaction product. (2) The product is: [CH:23]1([CH2:26][NH:27][C:14]([C:7]2[C:8]3=[N:9][CH:10]=[CH:11][CH:12]=[C:13]3[N:5]([CH2:4][C:3]3[C:17]([O:21][CH3:22])=[CH:18][CH:19]=[CH:20][C:2]=3[F:1])[CH:6]=2)=[O:15])[CH2:25][CH2:24]1. Given the reactants [F:1][C:2]1[CH:20]=[CH:19][CH:18]=[C:17]([O:21][CH3:22])[C:3]=1[CH2:4][N:5]1[C:13]2[C:8](=[N:9][CH:10]=[CH:11][CH:12]=2)[C:7]([C:14](O)=[O:15])=[CH:6]1.[CH:23]1([CH2:26][NH2:27])[CH2:25][CH2:24]1.CCCP1(OP(CCC)(=O)OP(CCC)(=O)O1)=O, predict the reaction product. (3) Given the reactants [F:1][C:2]([F:7])([F:6])[C:3]([OH:5])=[O:4].[Si]([O:15][C@H:16]1[CH2:20][CH2:19][N:18]([CH2:21][C@@H:22]([N:31](C)[C:32](=O)OC(C)(C)C)[C:23]2[CH:28]=[CH:27][CH:26]=[C:25]([O:29][CH3:30])[CH:24]=2)[CH2:17]1)(C(C)(C)C)(C)C, predict the reaction product. The product is: [F:1][C:2]([F:7])([F:6])[C:3]([O-:5])=[O:4].[OH:15][C@H:16]1[CH2:20][CH2:19][N:18]([CH2:21][C@H:22]([C:23]2[CH:28]=[CH:27][CH:26]=[C:25]([O:29][CH3:30])[CH:24]=2)[NH2+:31][CH3:32])[CH2:17]1. (4) Given the reactants [CH3:1][C:2]1[CH:3]=[C:4]([C:12]2[CH:17]=[C:16]([C:18]([F:21])([F:20])[F:19])[N:15]3[N:22]=[CH:23][C:24]([C:25](O)=[O:26])=[C:14]3[N:13]=2)[CH:5]=[CH:6][C:7]=1[C:8]([F:11])([F:10])[F:9].[CH3:28][S:29]([C:32]1[CH:33]=[C:34]([NH2:38])[CH:35]=[CH:36][CH:37]=1)(=[O:31])=[O:30].Cl, predict the reaction product. The product is: [CH3:28][S:29]([C:32]1[CH:33]=[C:34]([NH:38][C:25]([C:24]2[CH:23]=[N:22][N:15]3[C:16]([C:18]([F:21])([F:20])[F:19])=[CH:17][C:12]([C:4]4[CH:5]=[CH:6][C:7]([C:8]([F:11])([F:9])[F:10])=[C:2]([CH3:1])[CH:3]=4)=[N:13][C:14]=23)=[O:26])[CH:35]=[CH:36][CH:37]=1)(=[O:30])=[O:31]. (5) Given the reactants [NH:1]([C:8]1[C:13]([Br:14])=[CH:12][N:11]=[C:10](Cl)[N:9]=1)[C:2]1[CH:7]=[CH:6][CH:5]=[CH:4][CH:3]=1.[NH2:16][C:17]1[CH:24]=[CH:23][C:20]([CH2:21][OH:22])=[CH:19][CH:18]=1.Cl.[CH2:26]([OH:30])[CH2:27]CC, predict the reaction product. The product is: [NH:1]([C:8]1[C:13]([Br:14])=[CH:12][N:11]=[C:10]([NH:16][C:17]2[CH:24]=[CH:23][C:20]([CH2:21][O:22][CH2:27][CH2:26][OH:30])=[CH:19][CH:18]=2)[N:9]=1)[C:2]1[CH:7]=[CH:6][CH:5]=[CH:4][CH:3]=1. (6) Given the reactants [Cl:1][C:2]1[CH:3]=[C:4]([CH:7]=[CH:8][CH:9]=1)[CH:5]=O.[CH3:10][C:11]([S:14]([NH2:16])=[O:15])([CH3:13])[CH3:12], predict the reaction product. The product is: [Cl:1][C:2]1[CH:3]=[C:4](/[CH:5]=[N:16]/[S:14]([C:11]([CH3:13])([CH3:12])[CH3:10])=[O:15])[CH:7]=[CH:8][CH:9]=1. (7) The product is: [CH3:15][C:13]1[CH:12]=[C:9]([CH:8]=[C:7]([O:6][Si:17]([CH:24]([CH3:26])[CH3:25])([CH:21]([CH3:23])[CH3:22])[CH:18]([CH3:20])[CH3:19])[CH:14]=1)[CH:10]=[O:11]. Given the reactants N1C=CN=C1.[OH:6][C:7]1[CH:8]=[C:9]([CH:12]=[C:13]([CH3:15])[CH:14]=1)[CH:10]=[O:11].Cl[Si:17]([CH:24]([CH3:26])[CH3:25])([CH:21]([CH3:23])[CH3:22])[CH:18]([CH3:20])[CH3:19].O, predict the reaction product. (8) Given the reactants [Br:1][C:2]1[CH:3]=[C:4](N)[C:5]([CH3:8])=[N:6][CH:7]=1.[Cl:10][CH2:11][CH2:12][CH2:13][NH:14][S:15](Cl)(=[O:17])=[O:16].[N:19]1C=CC=CC=1, predict the reaction product. The product is: [Br:1][C:2]1[CH:3]=[C:4]([N:14]([CH2:13][CH2:12][CH2:11][Cl:10])[S:15](=[O:17])(=[O:16])[NH2:19])[C:5]([CH3:8])=[N:6][CH:7]=1. (9) Given the reactants [CH3:1][O:2][C:3]1[CH:8]=[C:7]([CH3:9])[C:6]([S:10]([N:13]([CH2:15][C:16]2[O:20][CH:19]=[C:18]([C:21](O)=[O:22])[CH:17]=2)[CH3:14])(=[O:12])=[O:11])=[C:5]([CH3:24])[CH:4]=1.C1N=CN(C(N2C=NC=C2)=O)C=1.CCN(C(C)C)C(C)C.[NH2:46][CH2:47][CH2:48][C:49]1[CH:60]=[CH:59][C:52]([CH2:53][NH:54][CH2:55][CH:56]([CH3:58])[CH3:57])=[CH:51][CH:50]=1, predict the reaction product. The product is: [CH3:1][O:2][C:3]1[CH:8]=[C:7]([CH3:9])[C:6]([S:10]([N:13]([CH2:15][C:16]2[O:20][CH:19]=[C:18]([C:21]([NH:46][CH2:47][CH2:48][C:49]3[CH:60]=[CH:59][C:52]([CH2:53][NH:54][CH2:55][CH:56]([CH3:58])[CH3:57])=[CH:51][CH:50]=3)=[O:22])[CH:17]=2)[CH3:14])(=[O:11])=[O:12])=[C:5]([CH3:24])[CH:4]=1. (10) Given the reactants [CH:1]([C:7]1[C:15]2[C:10](=[CH:11][CH:12]=[CH:13][CH:14]=2)[NH:9][CH:8]=1)=[CH:2][CH2:3][CH2:4][CH2:5][CH3:6].[H][H], predict the reaction product. The product is: [CH2:1]([C:7]1[C:15]2[C:10](=[CH:11][CH:12]=[CH:13][CH:14]=2)[NH:9][CH:8]=1)[CH2:2][CH2:3][CH2:4][CH2:5][CH3:6].